From a dataset of Catalyst prediction with 721,799 reactions and 888 catalyst types from USPTO. Predict which catalyst facilitates the given reaction. (1) Reactant: [Br:1][C:2]1[CH:3]=[C:4]([CH:7]=[CH:8][CH:9]=1)[CH2:5][OH:6].[H-].[Na+].[F:12][C:13]1[CH:20]=[CH:19][CH:18]=[C:17](F)[C:14]=1[C:15]#[N:16]. Product: [F:12][C:13]1[CH:20]=[CH:19][CH:18]=[C:17]([O:6][CH2:5][C:4]2[CH:7]=[CH:8][CH:9]=[C:2]([Br:1])[CH:3]=2)[C:14]=1[C:15]#[N:16]. The catalyst class is: 9. (2) Reactant: [F:1][C:2]1[CH:33]=[CH:32][C:5]([CH2:6][C:7]2[CH:16]=[C:15]3[C:10]([C:11]([OH:31])=[C:12]([C:26](OCC)=[O:27])[C:13](=[O:25])[N:14]3[CH2:17][CH2:18][N:19]3[CH2:23][CH2:22][CH2:21][C:20]3=[O:24])=[N:9][CH:8]=2)=[CH:4][CH:3]=1.[NH2:34][CH2:35][CH2:36][O:37][CH2:38][CH2:39][OH:40]. Product: [F:1][C:2]1[CH:33]=[CH:32][C:5]([CH2:6][C:7]2[CH:16]=[C:15]3[C:10]([C:11]([OH:31])=[C:12]([C:26]([NH:34][CH2:35][CH2:36][O:37][CH2:38][CH2:39][OH:40])=[O:27])[C:13](=[O:25])[N:14]3[CH2:17][CH2:18][N:19]3[CH2:23][CH2:22][CH2:21][C:20]3=[O:24])=[N:9][CH:8]=2)=[CH:4][CH:3]=1. The catalyst class is: 14. (3) Reactant: [Br:1][C:2]1[C:3]([C@@H:14]([NH:24]C(=O)OC(C)(C)C)[CH2:15][C:16]2[CH:21]=[C:20]([F:22])[CH:19]=[C:18]([F:23])[CH:17]=2)=[N:4][CH:5]=[C:6]([C:8]#[C:9][C:10]([OH:13])([CH3:12])[CH3:11])[CH:7]=1.BrC1C([C@@H](NC(=O)OC(C)(C)C)CC2C=C(F)C=C(F)C=2)=NC=C(Br)C=1.Cl. Product: [NH2:24][C@H:14]([C:3]1[N:4]=[CH:5][C:6]([C:8]#[C:9][C:10]([CH3:11])([OH:13])[CH3:12])=[CH:7][C:2]=1[Br:1])[CH2:15][C:16]1[CH:21]=[C:20]([F:22])[CH:19]=[C:18]([F:23])[CH:17]=1. The catalyst class is: 2. (4) Reactant: ClC1NC2C=C(Cl)C(Cl)=CC=2N=1.C([O-])([O-])=O.[K+].[K+].CN(C)S(Cl)(=O)=O.[CH3:26][N:27]([CH3:43])[S:28]([N:31]1[C:35]2[CH:36]=[C:37]([Cl:41])[C:38]([Cl:40])=[CH:39][C:34]=2[N:33]=[C:32]1Cl)(=[O:30])=[O:29].[CH2:44]([O:46][C:47]([C:49]1[CH:50]=[N:51][NH:52][CH:53]=1)=[O:48])[CH3:45]. Product: [CH2:44]([O:46][C:47]([C:49]1[CH:50]=[N:51][N:52]([C:32]2[N:31]([S:28](=[O:30])(=[O:29])[N:27]([CH3:43])[CH3:26])[C:35]3[CH:36]=[C:37]([Cl:41])[C:38]([Cl:40])=[CH:39][C:34]=3[N:33]=2)[CH:53]=1)=[O:48])[CH3:45]. The catalyst class is: 18. (5) Reactant: [C:1]([C:4]1[C:12]2[C:7](=[CH:8][CH:9]=[C:10]([O:13][CH2:14][C:15]3[CH:20]=[CH:19][CH:18]=[CH:17][CH:16]=3)[CH:11]=2)[N:6]([CH2:21][C:22]([O:24]C)=[O:23])[N:5]=1)(=[O:3])[CH3:2].[OH-].[Na+]. Product: [C:1]([C:4]1[C:12]2[C:7](=[CH:8][CH:9]=[C:10]([O:13][CH2:14][C:15]3[CH:16]=[CH:17][CH:18]=[CH:19][CH:20]=3)[CH:11]=2)[N:6]([CH2:21][C:22]([OH:24])=[O:23])[N:5]=1)(=[O:3])[CH3:2]. The catalyst class is: 5. (6) Reactant: [Cl:1][C:2]1[CH:27]=[CH:26][CH:25]=[CH:24][C:3]=1[O:4][C:5]1[C:10]([C:11]([O:13]CC)=[O:12])=[C:9]([CH3:16])[N:8]=[C:7]([C:17]2[CH:22]=[CH:21][CH:20]=[C:19]([F:23])[CH:18]=2)[CH:6]=1.[OH-].[K+].O.Cl. Product: [Cl:1][C:2]1[CH:27]=[CH:26][CH:25]=[CH:24][C:3]=1[O:4][C:5]1[C:10]([C:11]([OH:13])=[O:12])=[C:9]([CH3:16])[N:8]=[C:7]([C:17]2[CH:22]=[CH:21][CH:20]=[C:19]([F:23])[CH:18]=2)[CH:6]=1. The catalyst class is: 40. (7) Reactant: O=[C:2]1C2C(=CC=CC=2)C(=O)[N:3]1[CH2:12][C:13]([NH:15][CH2:16][C:17]1[CH:18]=[C:19]([NH:27][C:28]([CH:30]2[CH2:39][C:38]3[CH:37]=[C:36]([O:40][C:41]4[CH:46]=[CH:45][N:44]=[C:43]([C:47]([NH:49][CH3:50])=[O:48])[CH:42]=4)[CH:35]=[CH:34][C:33]=3[CH2:32][CH2:31]2)=[O:29])[CH:20]=[C:21]([C:23]([F:26])([F:25])[F:24])[CH:22]=1)=[O:14].CN.O. Product: [CH3:50][NH:49][C:47]([C:43]1[CH:42]=[C:41]([O:40][C:36]2[CH:35]=[CH:34][C:33]3[CH2:32][CH2:31][CH:30]([C:28]([NH:27][C:19]4[CH:20]=[C:21]([C:23]([F:25])([F:26])[F:24])[CH:22]=[C:17]([CH2:16][NH:15][C:13](=[O:14])[CH2:12][NH:3][CH3:2])[CH:18]=4)=[O:29])[CH2:39][C:38]=3[CH:37]=2)[CH:46]=[CH:45][N:44]=1)=[O:48]. The catalyst class is: 14.